From a dataset of Catalyst prediction with 721,799 reactions and 888 catalyst types from USPTO. Predict which catalyst facilitates the given reaction. (1) Reactant: [CH3:1][O:2][C:3]1[CH:4]=[C:5]([CH:28]=[C:29]([O:32][CH3:33])[C:30]=1[CH3:31])[C:6]([NH:8][CH2:9][C:10]1[CH:24]=[CH:23][C:13]([CH2:14][NH:15][C:16](=[O:22])[O:17][C:18]([CH3:21])([CH3:20])[CH3:19])=[CH:12][C:11]=1[N+:25]([O-])=O)=[O:7]. Product: [NH2:25][C:11]1[CH:12]=[C:13]([CH:23]=[CH:24][C:10]=1[CH2:9][NH:8][C:6](=[O:7])[C:5]1[CH:28]=[C:29]([O:32][CH3:33])[C:30]([CH3:31])=[C:3]([O:2][CH3:1])[CH:4]=1)[CH2:14][NH:15][C:16](=[O:22])[O:17][C:18]([CH3:20])([CH3:19])[CH3:21]. The catalyst class is: 29. (2) Reactant: [C:1]([OH:8])(=[O:7])/[CH:2]=[CH:3]/[C:4]([OH:6])=[O:5].C1(C)C=CC=CC=1.[CH:16]1[CH:17]=[CH:18][C:19]2[S:30][C:29]3[CH:28]=[CH:27][CH:26]=[CH:25][C:24]=3[N:23]=[C:22]([N:31]3[CH2:36][CH2:35][N:34]([CH2:37][CH2:38][O:39][CH2:40][CH2:41][OH:42])[CH2:33][CH2:32]3)[C:20]=2[CH:21]=1. Product: [CH2:33]1[N:34]([CH2:37][CH2:38][O:39][CH2:40][CH2:41][OH:42])[CH2:35][CH2:36][N:31]([C:22]2[C:20]3[C:19](=[CH:18][CH:17]=[CH:16][CH:21]=3)[S:30][C:29]3[C:24](=[CH:25][CH:26]=[CH:27][CH:28]=3)[N:23]=2)[CH2:32]1.[CH2:33]1[N:34]([CH2:37][CH2:38][O:39][CH2:40][CH2:41][OH:42])[CH2:35][CH2:36][N:31]([C:22]2[C:20]3[C:19](=[CH:18][CH:17]=[CH:16][CH:21]=3)[S:30][C:29]3[C:24](=[CH:25][CH:26]=[CH:27][CH:28]=3)[N:23]=2)[CH2:32]1.[CH:2](/[C:1]([OH:8])=[O:7])=[CH:3]\[C:4]([OH:6])=[O:5]. The catalyst class is: 13. (3) Reactant: CC(C)=O.[C:5]([O:9][C:10]([N:12]([CH2:36][C:37]1[CH:46]=[CH:45][C:40]2[O:41][CH2:42][CH2:43][O:44][C:39]=2[CH:38]=1)[CH:13]1[CH2:18][CH2:17][N:16]([CH2:19][CH2:20][N:21]2[C:30]3[C:25](=[CH:26][CH:27]=[CH:28][CH:29]=3)[C:24]([C:31]([O:33]C)=[O:32])=[CH:23][C:22]2=[O:35])[CH2:15][CH2:14]1)=[O:11])([CH3:8])([CH3:7])[CH3:6].[OH-].[Na+]. Product: [C:5]([O:9][C:10]([N:12]([CH2:36][C:37]1[CH:46]=[CH:45][C:40]2[O:41][CH2:42][CH2:43][O:44][C:39]=2[CH:38]=1)[CH:13]1[CH2:18][CH2:17][N:16]([CH2:19][CH2:20][N:21]2[C:30]3[C:25](=[CH:26][CH:27]=[CH:28][CH:29]=3)[C:24]([C:31]([OH:33])=[O:32])=[CH:23][C:22]2=[O:35])[CH2:15][CH2:14]1)=[O:11])([CH3:8])([CH3:6])[CH3:7]. The catalyst class is: 6. (4) Reactant: [CH3:1][N:2]([CH3:26])[C:3]([C:5]1[CH:17]=[C:16]([O:18]CC2C=CC=CC=2)[C:8]2[N:9]=[C:10]([CH:13]([CH3:15])[CH3:14])[N:11]([CH3:12])[C:7]=2[CH:6]=1)=[O:4].C(O)(=O)C. Product: [CH3:26][N:2]([CH3:1])[C:3]([C:5]1[CH:17]=[C:16]([OH:18])[C:8]2[N:9]=[C:10]([CH:13]([CH3:15])[CH3:14])[N:11]([CH3:12])[C:7]=2[CH:6]=1)=[O:4]. The catalyst class is: 19. (5) Reactant: [S-:1][C:2]#[N:3].[K+].[NH2:5][C:6]1[CH:7]=[CH:8][C:9]([O:12][C:13]2[C:14]([Cl:34])=[CH:15][C:16]([F:33])=[C:17]([NH:19][C:20](=[O:32])[C:21]3[CH:26]=[CH:25][CH:24]=[C:23]([C:27]([C:30]#[N:31])([CH3:29])[CH3:28])[CH:22]=3)[CH:18]=2)=[N:10][CH:11]=1.BrBr. Product: [NH2:3][C:2]1[S:1][C:11]2[C:6]([N:5]=1)=[CH:7][CH:8]=[C:9]([O:12][C:13]1[C:14]([Cl:34])=[CH:15][C:16]([F:33])=[C:17]([NH:19][C:20](=[O:32])[C:21]3[CH:26]=[CH:25][CH:24]=[C:23]([C:27]([C:30]#[N:31])([CH3:29])[CH3:28])[CH:22]=3)[CH:18]=1)[N:10]=2. The catalyst class is: 15.